From a dataset of Forward reaction prediction with 1.9M reactions from USPTO patents (1976-2016). Predict the product of the given reaction. (1) Given the reactants Cl.C(O[C:5](=[NH:21])[C:6]1[CH:11]=[CH:10][C:9]([S:12](=[O:20])(=[O:19])[NH:13][C:14]2[S:15][CH:16]=[CH:17][N:18]=2)=[CH:8][CH:7]=1)C.[NH3:22], predict the reaction product. The product is: [S:15]1[CH:16]=[CH:17][N:18]=[C:14]1[NH:13][S:12]([C:9]1[CH:8]=[CH:7][C:6]([C:5]([NH2:21])=[NH:22])=[CH:11][CH:10]=1)(=[O:19])=[O:20]. (2) Given the reactants [NH2:1][C:2]1[C:11](Br)=[CH:10][C:9]2[CH2:8][CH2:7][CH2:6][CH2:5][C:4]=2[C:3]=1[C:13]([O:15][CH3:16])=[O:14].[C:17]([O:21][C:22]([CH3:25])([CH3:24])[CH3:23])(=[O:20])[CH:18]=[CH2:19].C1(C)C=CC=CC=1P(C1C=CC=CC=1C)C1C=CC=CC=1C.C(N(CC)CC)C, predict the reaction product. The product is: [NH2:1][C:2]1[C:11](/[CH:19]=[CH:18]/[C:17]([O:21][C:22]([CH3:25])([CH3:24])[CH3:23])=[O:20])=[CH:10][C:9]2[CH2:8][CH2:7][CH2:6][CH2:5][C:4]=2[C:3]=1[C:13]([O:15][CH3:16])=[O:14]. (3) Given the reactants [F:1][C:2]([F:29])([F:28])[C:3]1[CH:8]=[CH:7][C:6]([C:9]2[CH:14]=[CH:13][CH:12]=[CH:11][C:10]=2[C:15]([NH:17][C:18]2[CH:23]=[CH:22][C:21]([CH2:24][C:25](O)=[O:26])=[CH:20][CH:19]=2)=[O:16])=[CH:5][CH:4]=1.C1C=CC2N(O)N=NC=2C=1.CCN=C=NCCCN(C)C.Cl.[CH3:52][C:53]1[C:54]([NH2:59])=[N:55][CH:56]=[CH:57][CH:58]=1, predict the reaction product. The product is: [CH3:52][C:53]1[C:54]([NH:59][C:25](=[O:26])[CH2:24][C:21]2[CH:22]=[CH:23][C:18]([NH:17][C:15]([C:10]3[C:9]([C:6]4[CH:7]=[CH:8][C:3]([C:2]([F:28])([F:1])[F:29])=[CH:4][CH:5]=4)=[CH:14][CH:13]=[CH:12][CH:11]=3)=[O:16])=[CH:19][CH:20]=2)=[N:55][CH:56]=[CH:57][CH:58]=1.